Predict the reactants needed to synthesize the given product. From a dataset of Full USPTO retrosynthesis dataset with 1.9M reactions from patents (1976-2016). The reactants are: CC([Si](C)(C)[O:6][C@@H:7]1[CH2:11][N:10]([C:12]([O:14][C:15]([CH3:18])([CH3:17])[CH3:16])=[O:13])[C@@H:9]([CH2:19][O:20][CH2:21][C:22]2[CH:27]=[CH:26][CH:25]=[CH:24][CH:23]=2)[CH2:8]1)(C)C.CCCC[N+](CCCC)(CCCC)CCCC.[F-]. Given the product [OH:6][C@@H:7]1[CH2:11][N:10]([C:12]([O:14][C:15]([CH3:17])([CH3:18])[CH3:16])=[O:13])[C@@H:9]([CH2:19][O:20][CH2:21][C:22]2[CH:23]=[CH:24][CH:25]=[CH:26][CH:27]=2)[CH2:8]1, predict the reactants needed to synthesize it.